Dataset: Catalyst prediction with 721,799 reactions and 888 catalyst types from USPTO. Task: Predict which catalyst facilitates the given reaction. Reactant: [CH3:1][O:2][C:3]1[CH:4]=[C:5]([C:11]2[CH:16]=[CH:15][C:14]([O:17][CH3:18])=[CH:13][C:12]=2[C:19]([F:22])([F:21])[F:20])[CH:6]=[CH:7][C:8]=1[CH:9]=[O:10].[BH4-].[Na+]. Product: [CH3:1][O:2][C:3]1[CH:4]=[C:5]([C:11]2[CH:16]=[CH:15][C:14]([O:17][CH3:18])=[CH:13][C:12]=2[C:19]([F:20])([F:22])[F:21])[CH:6]=[CH:7][C:8]=1[CH2:9][OH:10]. The catalyst class is: 14.